This data is from Catalyst prediction with 721,799 reactions and 888 catalyst types from USPTO. The task is: Predict which catalyst facilitates the given reaction. (1) Reactant: [NH2:1][C:2]1[C:3]([C:24]([NH:26][C:27]2[C:32]([N:33]3[CH2:38][CH2:37][C:36]([NH:40]C(=O)OC(C)(C)C)([CH3:39])[CH2:35][CH2:34]3)=[CH:31][CH:30]=[CH:29][N:28]=2)=[O:25])=[N:4][C:5]([C:8]2[C:13]([C:14]([F:17])([F:16])[F:15])=[CH:12][CH:11]=[C:10]([N:18]3[CH2:21][C:20]([F:23])([F:22])[CH2:19]3)[N:9]=2)=[CH:6][N:7]=1.FC(F)(F)C(O)=O.C(=O)(O)[O-].[Na+]. Product: [NH2:1][C:2]1[C:3]([C:24]([NH:26][C:27]2[C:32]([N:33]3[CH2:38][CH2:37][C:36]([NH2:40])([CH3:39])[CH2:35][CH2:34]3)=[CH:31][CH:30]=[CH:29][N:28]=2)=[O:25])=[N:4][C:5]([C:8]2[C:13]([C:14]([F:16])([F:17])[F:15])=[CH:12][CH:11]=[C:10]([N:18]3[CH2:19][C:20]([F:23])([F:22])[CH2:21]3)[N:9]=2)=[CH:6][N:7]=1. The catalyst class is: 4. (2) Reactant: CON(C)[C:4](=[O:18])[C@@H:5]([NH:7][C:8](=[O:17])[O:9][CH2:10][C:11]1[CH:16]=[CH:15][CH:14]=[CH:13][CH:12]=1)[CH3:6].Br[C:21]1[CH:26]=[CH:25][CH:24]=[C:23]([O:27][C:28]([F:31])([F:30])[F:29])[CH:22]=1.C([Mg]Cl)(C)C. Product: [O:18]=[CH:4][C@@H:5]([NH:7][C:8](=[O:17])[O:9][CH2:10][C:11]1[CH:12]=[CH:13][CH:14]=[CH:15][CH:16]=1)[CH2:6][C:25]1[CH:26]=[CH:21][CH:22]=[C:23]([O:27][C:28]([F:29])([F:30])[F:31])[CH:24]=1. The catalyst class is: 1.